Task: Predict the product of the given reaction.. Dataset: Forward reaction prediction with 1.9M reactions from USPTO patents (1976-2016) (1) Given the reactants Cl[C:2]1[N:7]=[CH:6][C:5]([CH2:8][C:9]2[CH:17]=[C:16]3[C:12]([CH2:13][N:14]([C@@H:19]4[CH2:24][CH2:23][CH2:22][CH2:21][C@H:20]4[OH:25])[C:15]3=[O:18])=[CH:11][CH:10]=2)=[CH:4][CH:3]=1.C1COCC1.[CH3:31][N:32]1[CH:36]=[C:35](B2OC(C)(C)C(C)(C)O2)[CH:34]=[N:33]1.C(=O)([O-])[O-].[Cs+].[Cs+], predict the reaction product. The product is: [OH:25][C@@H:20]1[CH2:21][CH2:22][CH2:23][CH2:24][C@H:19]1[N:14]1[CH2:13][C:12]2[C:16](=[CH:17][C:9]([CH2:8][C:5]3[CH:6]=[N:7][C:2]([C:35]4[CH:34]=[N:33][N:32]([CH3:31])[CH:36]=4)=[CH:3][CH:4]=3)=[CH:10][CH:11]=2)[C:15]1=[O:18]. (2) Given the reactants [CH2:1]([N:3]([CH2:33][CH3:34])[CH2:4][CH2:5][CH2:6][CH2:7][CH2:8][C:9]1[CH:14]=[CH:13][CH:12]=[CH:11][C:10]=1[S:15]([NH:18][C:19]1[CH:28]=[CH:27][C:26]2[CH2:25][CH2:24][CH2:23][CH2:22][C:21]=2[C:20]=1[C:29]([O:31]C)=[O:30])(=[O:17])=[O:16])[CH3:2].[Li+].[I-], predict the reaction product. The product is: [CH2:33]([N:3]([CH2:1][CH3:2])[CH2:4][CH2:5][CH2:6]/[CH:7]=[CH:8]/[C:9]1[CH:14]=[CH:13][CH:12]=[CH:11][C:10]=1[S:15]([NH:18][C:19]1[CH:28]=[CH:27][C:26]2[CH2:25][CH2:24][CH2:23][CH2:22][C:21]=2[C:20]=1[C:29]([OH:31])=[O:30])(=[O:17])=[O:16])[CH3:34]. (3) Given the reactants C(N(CC)CC)C.[F:8][C:9]([F:14])([F:13])[C@@H:10]([OH:12])[CH3:11].Cl[C:16]([O:18][C:19]1[CH:24]=[CH:23][C:22]([N+:25]([O-:27])=[O:26])=[CH:21][CH:20]=1)=[O:17], predict the reaction product. The product is: [F:8][C:9]([F:14])([F:13])[C@@H:10]([O:12][C:16](=[O:17])[O:18][C:19]1[CH:20]=[CH:21][C:22]([N+:25]([O-:27])=[O:26])=[CH:23][CH:24]=1)[CH3:11]. (4) Given the reactants [CH3:1][S:2]([C:5]1[CH:10]=[CH:9][C:8]([OH:11])=[CH:7][CH:6]=1)(=[O:4])=[O:3].[Br:12][CH2:13][CH2:14][CH2:15][CH2:16]Br.C(=O)([O-])[O-].[Cs+].[Cs+], predict the reaction product. The product is: [Br:12][CH2:13][CH2:14][CH2:15][CH2:16][O:11][C:8]1[CH:9]=[CH:10][C:5]([S:2]([CH3:1])(=[O:3])=[O:4])=[CH:6][CH:7]=1. (5) The product is: [Cl:26][C:15]1[CH:14]=[C:13]([S:10]([C:7]2[CH:8]=[CH:9][C:4]([CH2:3][CH2:2][NH:1][CH2:36][C@@H:34]([C:30]3[CH:31]=[CH:32][CH:33]=[C:28]([Cl:27])[CH:29]=3)[OH:35])=[CH:5][CH:6]=2)(=[O:12])=[O:11])[CH:25]=[CH:24][C:16]=1[O:17][CH2:18][C:19]([O:21][CH2:22][CH3:23])=[O:20]. Given the reactants [NH2:1][CH2:2][CH2:3][C:4]1[CH:9]=[CH:8][C:7]([S:10]([C:13]2[CH:25]=[CH:24][C:16]([O:17][CH2:18][C:19]([O:21][CH2:22][CH3:23])=[O:20])=[C:15]([Cl:26])[CH:14]=2)(=[O:12])=[O:11])=[CH:6][CH:5]=1.[Cl:27][C:28]1[CH:29]=[C:30]([C@@H:34]2[CH2:36][O:35]2)[CH:31]=[CH:32][CH:33]=1, predict the reaction product. (6) Given the reactants [NH2:1][CH:2]1[C:10]2[C:5](=[CH:6][CH:7]=[CH:8][CH:9]=2)[CH2:4][CH2:3]1.C(=O)([O-])[O-].[K+].[K+].[CH2:17]([Cl:20])[C:18]#[CH:19], predict the reaction product. The product is: [ClH:20].[CH2:19]([NH:1][CH:2]1[C:10]2[C:5](=[CH:6][CH:7]=[CH:8][CH:9]=2)[CH2:4][CH2:3]1)[C:18]#[CH:17]. (7) Given the reactants [F:1][CH2:2][CH2:3][N:4]([C@H:12]1[CH2:16][CH2:15][N:14]([C@H:17]([C:22]2[CH:23]=[N:24][C:25]([NH:28][NH2:29])=[CH:26][CH:27]=2)[C:18]([F:21])([F:20])[F:19])[CH2:13]1)[C:5](=[O:11])[O:6][C:7]([CH3:10])([CH3:9])[CH3:8].C(=O)([O-])N.[CH:34]([O:37][C:38]1[CH:39]=[CH:40][CH:41]=[C:42]2[C:47]=1[N:46]=[C:45]([CH:48]=O)[CH:44]=[CH:43]2)([CH3:36])[CH3:35], predict the reaction product. The product is: [F:1][CH2:2][CH2:3][N:4]([C@H:12]1[CH2:16][CH2:15][N:14]([C@H:17]([C:22]2[CH:27]=[CH:26][C:25]3[N:24]([C:48]([C:45]4[CH:44]=[CH:43][C:42]5[C:47](=[C:38]([O:37][CH:34]([CH3:36])[CH3:35])[CH:39]=[CH:40][CH:41]=5)[N:46]=4)=[N:29][N:28]=3)[CH:23]=2)[C:18]([F:21])([F:19])[F:20])[CH2:13]1)[C:5](=[O:11])[O:6][C:7]([CH3:10])([CH3:9])[CH3:8]. (8) Given the reactants Br.C1(C)C=C(C)C=C(C)C=1S([N:13]([CH2:16][CH2:17][CH2:18][CH2:19][CH2:20][N:21](S(C1C(C)=CC(C)=CC=1C)(=O)=O)[CH2:22][CH2:23][CH2:24][CH2:25][CH2:26][N:27](S(C1C(C)=CC(C)=CC=1C)(=O)=O)[CH2:28][CH3:29])[CH2:14][CH3:15])(=O)=O.C1(O)C=CC=CC=1.C(Cl)(Cl)[Cl:63], predict the reaction product. The product is: [ClH:63].[ClH:63].[ClH:63].[CH3:29][CH2:28][NH:27][CH2:26][CH2:25][CH2:24][CH2:23][CH2:22][NH:21][CH2:20][CH2:19][CH2:18][CH2:17][CH2:16][NH:13][CH2:14][CH3:15]. (9) Given the reactants [C:1]([O:5][C:6](=[O:22])[NH:7][C:8]1[CH:13]=[CH:12][N:11]=[C:10]([C:14]([N:16]2[CH2:21][CH2:20][O:19][CH2:18][CH2:17]2)=O)[CH:9]=1)([CH3:4])([CH3:3])[CH3:2].COCCO[AlH2-]OCCOC.[Na+].[OH-].[Na+], predict the reaction product. The product is: [C:1]([O:5][C:6](=[O:22])[NH:7][C:8]1[CH:13]=[CH:12][N:11]=[C:10]([CH2:14][N:16]2[CH2:21][CH2:20][O:19][CH2:18][CH2:17]2)[CH:9]=1)([CH3:4])([CH3:2])[CH3:3]. (10) The product is: [CH3:31][C:2]1([CH3:1])[C:10]2[C:5](=[CH:6][C:7]([N+:22]([O-:24])=[O:23])=[C:8]([N:11]([CH3:32])[C:12](=[O:21])[CH2:13][CH2:14][C:15]3[CH:20]=[CH:19][CH:18]=[CH:17][CH:16]=3)[CH:9]=2)[N:4]([CH2:25][CH2:26][CH2:27][CH2:28][CH3:29])[C:3]1=[O:30]. Given the reactants [CH3:1][C:2]1([CH3:31])[C:10]2[C:5](=[CH:6][C:7]([N+:22]([O-:24])=[O:23])=[C:8]([NH:11][C:12](=[O:21])[CH2:13][CH2:14][C:15]3[CH:20]=[CH:19][CH:18]=[CH:17][CH:16]=3)[CH:9]=2)[N:4]([CH2:25][CH2:26][CH2:27][CH2:28][CH3:29])[C:3]1=[O:30].[C:32]([O-])([O-])=O.[K+].[K+].CI, predict the reaction product.